This data is from Cav3 T-type calcium channel HTS with 100,875 compounds. The task is: Binary Classification. Given a drug SMILES string, predict its activity (active/inactive) in a high-throughput screening assay against a specified biological target. (1) The compound is S(CC(=O)N1CCCc2c1cccc2)c1nc(nc2n(c(=O)n(c(=O)c12)C)C)C(C)C. The result is 0 (inactive). (2) The molecule is S(C(C(=O)C)C(OCC)=O)c1sc(=S)n(n1)C. The result is 0 (inactive).